From a dataset of Forward reaction prediction with 1.9M reactions from USPTO patents (1976-2016). Predict the product of the given reaction. (1) Given the reactants [N:1]1([CH2:6][C:7]2[CH:8]=[C:9]([CH:29]=[C:30]([Cl:32])[CH:31]=2)/[CH:10]=[CH:11]/[C:12]2[CH:17]=[CH:16][C:15]([N:18]3[CH2:23][CH2:22][N:21](C(C4CC4)=O)[CH2:20][CH2:19]3)=[CH:14][CH:13]=2)[CH:5]=[CH:4][N:3]=[CH:2]1.[N+:33]([C:36]1[CH:37]=[C:38]([CH:42]=[CH:43][CH:44]=1)[C:39](Cl)=[O:40])([O-:35])=[O:34].C1(C(Cl)=O)CC1, predict the reaction product. The product is: [N:1]1([CH2:6][C:7]2[CH:8]=[C:9]([CH:29]=[C:30]([Cl:32])[CH:31]=2)/[CH:10]=[CH:11]/[C:12]2[CH:17]=[CH:16][C:15]([N:18]3[CH2:19][CH2:20][N:21]([C:39]([C:38]4[CH:42]=[CH:43][CH:44]=[C:36]([N+:33]([O-:35])=[O:34])[CH:37]=4)=[O:40])[CH2:22][CH2:23]3)=[CH:14][CH:13]=2)[CH:5]=[CH:4][N:3]=[CH:2]1. (2) Given the reactants [CH3:1][CH:2]1[CH2:7][CH2:6][CH2:5][CH2:4][CH:3]1[N:8]1[CH2:12][CH2:11][CH2:10][CH2:9]1.[CH3:13][I:14], predict the reaction product. The product is: [I-:14].[CH3:13][N+:8]1([CH:3]2[CH2:4][CH2:5][CH2:6][CH2:7][CH:2]2[CH3:1])[CH2:12][CH2:11][CH2:10][CH2:9]1. (3) Given the reactants N[CH2:2][CH2:3][CH2:4][CH2:5][CH:6]([NH:17][C:18]([C:20]1[CH:25]=[CH:24][CH:23]=[CH:22][CH:21]=1)=[O:19])[C:7]([NH:9][CH2:10][C:11]1[CH:16]=[CH:15][CH:14]=[CH:13][CH:12]=1)=[O:8].N([O-])=[O:27].[Na+].C(O)(=O)C, predict the reaction product. The product is: [C:20]1([C:18]([NH:17][CH:6]([CH2:5][CH2:4][CH2:3][CH2:2][OH:27])[C:7]([NH:9][CH2:10][C:11]2[CH:16]=[CH:15][CH:14]=[CH:13][CH:12]=2)=[O:8])=[O:19])[CH:25]=[CH:24][CH:23]=[CH:22][CH:21]=1. (4) Given the reactants [N+:1]([C:4]1[CH:9]=[CH:8][C:7]([N:10]2[CH2:15][CH2:14][CH2:13][CH:12]([NH:16][C@@H:17]3[CH2:22][CH2:21][CH2:20][CH2:19][C@H:18]3[NH2:23])[CH2:11]2)=[CH:6][CH:5]=1)([O-:3])=[O:2].[C:24](Cl)(=[O:33])[O:25][CH2:26][C:27]1[CH:32]=[CH:31][CH:30]=[CH:29][CH:28]=1, predict the reaction product. The product is: [N+:1]([C:4]1[CH:5]=[CH:6][C:7]([N:10]2[CH2:15][CH2:14][CH2:13][C@H:12]([NH:16][C@@H:17]3[CH2:22][CH2:21][CH2:20][CH2:19][C@H:18]3[NH:23][C:24](=[O:33])[O:25][CH2:26][C:27]3[CH:32]=[CH:31][CH:30]=[CH:29][CH:28]=3)[CH2:11]2)=[CH:8][CH:9]=1)([O-:3])=[O:2].